Dataset: Forward reaction prediction with 1.9M reactions from USPTO patents (1976-2016). Task: Predict the product of the given reaction. (1) Given the reactants Br[C:2]1[CH:7]=[CH:6][C:5]([C:8]2([C:11]#[N:12])[CH2:10][CH2:9]2)=[CH:4][CH:3]=1.[B:13]1([B:13]2[O:17][C:16]([CH3:19])([CH3:18])[C:15]([CH3:21])([CH3:20])[O:14]2)[O:17][C:16]([CH3:19])([CH3:18])[C:15]([CH3:21])([CH3:20])[O:14]1, predict the reaction product. The product is: [CH3:20][C:15]1([CH3:21])[C:16]([CH3:19])([CH3:18])[O:17][B:13]([C:2]2[CH:7]=[CH:6][C:5]([C:8]3([C:11]#[N:12])[CH2:10][CH2:9]3)=[CH:4][CH:3]=2)[O:14]1. (2) The product is: [Cl:30][C:13]1[C:9]2[NH:10][C:11]3[CH:12]=[C:4]([C:1](=[O:3])[CH3:2])[CH:5]=[CH:6][C:7]=3[C:8]=2[C:16]([C:17]2[CH:22]=[CH:21][CH:20]=[C:19]([N+:23]([O-:25])=[O:24])[C:18]=2[CH3:26])=[N:15][N:14]=1. Given the reactants [C:1]([C:4]1[CH:5]=[CH:6][C:7]2[C:8]3[C:16]([C:17]4[CH:22]=[CH:21][CH:20]=[C:19]([N+:23]([O-:25])=[O:24])[C:18]=4[CH3:26])=[N:15][NH:14][C:13](=O)[C:9]=3[NH:10][C:11]=2[CH:12]=1)(=[O:3])[CH3:2].P(Cl)(Cl)([Cl:30])=O, predict the reaction product. (3) Given the reactants [CH2:1]([NH2:8])[C:2]1[CH:7]=[CH:6][CH:5]=[CH:4][CH:3]=1.[CH:9](=O)[C:10]1[O:14][CH:13]=[CH:12][CH:11]=1.C(O)(C)C, predict the reaction product. The product is: [CH2:1]([NH:8][CH2:9][C:10]1[O:14][CH:13]=[CH:12][CH:11]=1)[C:2]1[CH:7]=[CH:6][CH:5]=[CH:4][CH:3]=1. (4) Given the reactants [Br:1][C:2]1[CH:6]=[N:5][N:4]([CH3:7])[C:3]=1[C:8]1[CH:9]=[C:10]([NH2:16])[CH:11]=[CH:12][C:13]=1[O:14][CH3:15].[F:17][C:18]([F:29])([F:28])[C:19]1[CH:24]=[CH:23][C:22]([N:25]=[C:26]=[O:27])=[CH:21][CH:20]=1, predict the reaction product. The product is: [Br:1][C:2]1[CH:6]=[N:5][N:4]([CH3:7])[C:3]=1[C:8]1[CH:9]=[C:10]([NH:16][C:26]([NH:25][C:22]2[CH:21]=[CH:20][C:19]([C:18]([F:17])([F:28])[F:29])=[CH:24][CH:23]=2)=[O:27])[CH:11]=[CH:12][C:13]=1[O:14][CH3:15]. (5) Given the reactants [CH3:1][N:2]([CH2:4][C:5]1([C:11]2[CH:16]=[CH:15][C:14]([OH:17])=[CH:13][CH:12]=2)[CH2:10][CH2:9][O:8][CH2:7][CH2:6]1)[CH3:3].[H-].[Na+].[CH:20]([N:23]1[CH2:28][CH2:27][CH:26](OS(C)(=O)=O)[CH2:25][CH2:24]1)([CH3:22])[CH3:21], predict the reaction product. The product is: [CH:20]([N:23]1[CH2:28][CH2:27][CH:26]([O:17][C:14]2[CH:15]=[CH:16][C:11]([C:5]3([CH2:4][N:2]([CH3:1])[CH3:3])[CH2:6][CH2:7][O:8][CH2:9][CH2:10]3)=[CH:12][CH:13]=2)[CH2:25][CH2:24]1)([CH3:22])[CH3:21]. (6) Given the reactants [ClH:1].O1CCOCC1.C(OC([N:15]1[CH2:19][CH2:18][CH2:17][C@H:16]1[C:20]([NH:22][CH2:23][C:24](=[C:26]1[CH2:31][CH2:30][CH2:29][N:28]([C:32]2[C:41]([O:42][CH3:43])=[C:40]3[C:35]([C:36](=[O:50])[C:37]([C:47]([OH:49])=[O:48])=[CH:38][N:39]3[CH:44]3[CH2:46][CH2:45]3)=[CH:34][C:33]=2[F:51])[CH2:27]1)[F:25])=[O:21])=O)(C)(C)C, predict the reaction product. The product is: [ClH:1].[CH:44]1([N:39]2[C:40]3[C:35](=[CH:34][C:33]([F:51])=[C:32]([N:28]4[CH2:29][CH2:30][CH2:31][C:26](=[C:24]([F:25])[CH2:23][NH:22][C:20]([C@@H:16]5[CH2:17][CH2:18][CH2:19][NH:15]5)=[O:21])[CH2:27]4)[C:41]=3[O:42][CH3:43])[C:36](=[O:50])[C:37]([C:47]([OH:49])=[O:48])=[CH:38]2)[CH2:46][CH2:45]1. (7) Given the reactants F[C:2]1[CH:14]=[CH:13][C:5]([C:6]([O:8]C(C)(C)C)=[O:7])=[CH:4][CH:3]=1.Cl.[CH3:16][N:17]([CH3:21])[CH2:18][CH2:19][SH:20].C(=O)([O-])[O-].[K+].[K+], predict the reaction product. The product is: [CH3:16][N:17]([CH3:21])[CH2:18][CH2:19][S:20][C:2]1[CH:3]=[CH:4][C:5]([C:6]([OH:8])=[O:7])=[CH:13][CH:14]=1. (8) Given the reactants [CH:1]([N:4]1[CH2:9][CH2:8][CH:7]([O:10][C:11]2[CH:19]=[CH:18][C:17]3[N:16]4[C@H:20]([CH3:25])[CH2:21][NH:22][C:23](=[O:24])[C:15]4=[CH:14][C:13]=3[CH:12]=2)[CH2:6][CH2:5]1)([CH3:3])[CH3:2].[H-].[Na+].Cl.Cl[CH2:30][C:31]1[CH:36]=[CH:35][N:34]=[CH:33][CH:32]=1, predict the reaction product. The product is: [CH:1]([N:4]1[CH2:9][CH2:8][CH:7]([O:10][C:11]2[CH:19]=[CH:18][C:17]3[N:16]4[C@H:20]([CH3:25])[CH2:21][N:22]([CH2:30][C:31]5[CH:36]=[CH:35][N:34]=[CH:33][CH:32]=5)[C:23](=[O:24])[C:15]4=[CH:14][C:13]=3[CH:12]=2)[CH2:6][CH2:5]1)([CH3:3])[CH3:2].